From a dataset of Full USPTO retrosynthesis dataset with 1.9M reactions from patents (1976-2016). Predict the reactants needed to synthesize the given product. (1) Given the product [CH3:11][C:7]1[NH:8][C:9]2[C:5]([CH:6]=1)=[CH:4][CH:3]=[C:2]([B:22]1[O:23][C:24]([CH3:26])([CH3:25])[C:20]([CH3:31])([CH3:19])[O:21]1)[CH:10]=2, predict the reactants needed to synthesize it. The reactants are: Br[C:2]1[CH:10]=[C:9]2[C:5]([CH:6]=[C:7]([CH3:11])[NH:8]2)=[CH:4][CH:3]=1.[H-].[Na+].[Li]CCCC.[CH3:19][C:20]1([CH3:31])[C:24]([CH3:26])([CH3:25])[O:23][B:22](OC(C)C)[O:21]1. (2) Given the product [C:17]([C:10]1[C:11](=[O:16])[C:12]([O:14][CH3:15])=[CH:13][N:8]([C:5]2[CH:6]=[CH:7][C:2]([I:1])=[CH:3][C:4]=2[O:23][CH3:24])[N:9]=1)(=[O:18])[CH3:26], predict the reactants needed to synthesize it. The reactants are: [I:1][C:2]1[CH:7]=[CH:6][C:5]([N:8]2[CH:13]=[C:12]([O:14][CH3:15])[C:11](=[O:16])[C:10]([C:17](N(OC)C)=[O:18])=[N:9]2)=[C:4]([O:23][CH3:24])[CH:3]=1.O1CCC[CH2:26]1.C[Mg]Br.Cl.